Dataset: HIV replication inhibition screening data with 41,000+ compounds from the AIDS Antiviral Screen. Task: Binary Classification. Given a drug SMILES string, predict its activity (active/inactive) in a high-throughput screening assay against a specified biological target. (1) The compound is COc1ccc(C(F)(F)F)cc1NC(=O)ON=C(Cl)C(C)C. The result is 0 (inactive). (2) The drug is Cl.NCCCCCCn1c(-c2ccc(Br)cc2)csc1=Nc1ccccc1. The result is 0 (inactive). (3) The compound is Cc1ccc(S(=O)(=O)N(CC(=O)O)c2ccccc2)cc1. The result is 0 (inactive). (4) The drug is COC(=O)c1ccc2c(c1)CC1(C2)Cc2cc3c(c(C(=O)OC)c2C1)CCCC3. The result is 0 (inactive).